Dataset: Catalyst prediction with 721,799 reactions and 888 catalyst types from USPTO. Task: Predict which catalyst facilitates the given reaction. (1) Reactant: [CH2:1]([O:3][C:4](=[O:27])[CH2:5][C:6]([N:8]1[CH2:14][CH2:13][CH2:12][N:11]([C:15]([O:17]C2C=CC([N+]([O-])=O)=CC=2)=O)[CH2:10][CH2:9]1)=[O:7])[CH3:2].Cl.[N:29]1[CH:34]=[CH:33][C:32]([N:35]2[CH2:39][CH2:38][C:37]3([CH2:44][CH2:43][NH:42][CH2:41][CH2:40]3)[CH2:36]2)=[CH:31][CH:30]=1.CCN(C(C)C)C(C)C. Product: [O:7]=[C:6]([N:8]1[CH2:14][CH2:13][CH2:12][N:11]([C:15]([N:42]2[CH2:41][CH2:40][C:37]3([CH2:36][N:35]([C:32]4[CH:31]=[CH:30][N:29]=[CH:34][CH:33]=4)[CH2:39][CH2:38]3)[CH2:44][CH2:43]2)=[O:17])[CH2:10][CH2:9]1)[CH2:5][C:4]([O:3][CH2:1][CH3:2])=[O:27]. The catalyst class is: 3. (2) Reactant: [F:1][C:2]1[CH:3]=[CH:4][CH:5]=[C:6]2[C:11]=1[C:10]([NH:12][C@H:13]1[CH2:17][CH2:16][N:15](C(OC(C)(C)C)=O)[CH2:14]1)=[N:9][C:8]([C:25]1[NH:29][C:28](=[O:30])[NH:27][N:26]=1)=[CH:7]2.[ClH:31]. Product: [ClH:31].[F:1][C:2]1[CH:3]=[CH:4][CH:5]=[C:6]2[C:11]=1[C:10]([NH:12][C@H:13]1[CH2:17][CH2:16][NH:15][CH2:14]1)=[N:9][C:8]([C:25]1[NH:29][C:28](=[O:30])[NH:27][N:26]=1)=[CH:7]2. The catalyst class is: 25. (3) Reactant: Cl[C:2]1[C:11]2[C:6](=[CH:7][C:8]([S:12]([N:15]([CH2:21][C:22]3[CH:27]=[CH:26][C:25]([O:28][CH3:29])=[CH:24][CH:23]=3)[C:16]3[S:17][CH:18]=[CH:19][N:20]=3)(=[O:14])=[O:13])=[CH:9][CH:10]=2)[CH:5]=[CH:4][N:3]=1.[Br:30][C:31]1[CH:36]=[C:35]([F:37])[CH:34]=[CH:33][C:32]=1B(O)O.C(=O)([O-])[O-].[K+].[K+].O1CCOCC1. Product: [Br:30][C:31]1[CH:36]=[C:35]([F:37])[CH:34]=[CH:33][C:32]=1[C:2]1[C:11]2[C:6](=[CH:7][C:8]([S:12]([N:15]([CH2:21][C:22]3[CH:27]=[CH:26][C:25]([O:28][CH3:29])=[CH:24][CH:23]=3)[C:16]3[S:17][CH:18]=[CH:19][N:20]=3)(=[O:14])=[O:13])=[CH:9][CH:10]=2)[CH:5]=[CH:4][N:3]=1. The catalyst class is: 103. (4) Reactant: [CH:1]([N:14]1[CH2:19][C@@H:18]2[CH2:20][C@H:15]1[CH2:16][N:17]2C(OC(C)(C)C)=O)([C:8]1[CH:13]=[CH:12][CH:11]=[CH:10][CH:9]=1)[C:2]1[CH:7]=[CH:6][CH:5]=[CH:4][CH:3]=1.[ClH:28]. Product: [ClH:28].[ClH:28].[CH:1]([N:14]1[CH2:19][C@@H:18]2[CH2:20][C@H:15]1[CH2:16][NH:17]2)([C:8]1[CH:13]=[CH:12][CH:11]=[CH:10][CH:9]=1)[C:2]1[CH:3]=[CH:4][CH:5]=[CH:6][CH:7]=1. The catalyst class is: 12. (5) Reactant: [NH2:1][C:2]1[N:7]=[C:6]([N:8]2[CH2:11][CH:10]([NH:12][C:13](=O)[CH3:14])[CH2:9]2)[CH:5]=[C:4]([CH:16]2[CH2:20][CH2:19][CH2:18][CH2:17]2)[N:3]=1.[H-].[H-].[H-].[H-].[Li+].[Al+3]. Product: [CH:16]1([C:4]2[CH:5]=[C:6]([N:8]3[CH2:11][CH:10]([NH:12][CH2:13][CH3:14])[CH2:9]3)[N:7]=[C:2]([NH2:1])[N:3]=2)[CH2:17][CH2:18][CH2:19][CH2:20]1. The catalyst class is: 1. (6) Reactant: Cl.[F:2][C:3]1[CH:4]=[C:5]([C:9]2[N:14]=[CH:13][C:12]([C:15]3[CH:16]=[N:17][CH:18]=[C:19]([CH3:21])[CH:20]=3)=[CH:11][C:10]=2[C:22](O)=[O:23])[CH:6]=[CH:7][CH:8]=1.C(Cl)CCl.C1C=CC2N(O)N=NC=2C=1.[CH3:39][O:40][C:41]1[CH:42]=[CH:43][C:44]([CH2:49][NH2:50])=[N:45][C:46]=1[O:47][CH3:48].CN1CCOCC1. Product: [CH3:39][O:40][C:41]1[CH:42]=[CH:43][C:44]([CH2:49][NH:50][C:22]([C:10]2[CH:11]=[C:12]([C:15]3[CH:16]=[N:17][CH:18]=[C:19]([CH3:21])[CH:20]=3)[CH:13]=[N:14][C:9]=2[C:5]2[CH:6]=[CH:7][CH:8]=[C:3]([F:2])[CH:4]=2)=[O:23])=[N:45][C:46]=1[O:47][CH3:48]. The catalyst class is: 9. (7) Reactant: [CH2:1]([O:3][C:4]([C:6]1[NH:14][C:13]2[C:8](=[N:9][C:10]([CH3:15])=[CH:11][CH:12]=2)[CH:7]=1)=[O:5])[CH3:2].Br[N:17]1C(=O)[CH2:20][CH2:19][C:18]1=O.[C:24]([O:27][CH2:28][CH3:29])(=O)C. Product: [CH2:1]([O:3][C:4]([C:6]1[NH:14][C:13]2[C:8](=[N:9][C:10]([CH3:15])=[CH:11][CH:12]=2)[C:7]=1[C:29]1[C:28]([O:27][CH3:24])=[N:17][CH:18]=[CH:19][CH:20]=1)=[O:5])[CH3:2]. The catalyst class is: 10.